This data is from Full USPTO retrosynthesis dataset with 1.9M reactions from patents (1976-2016). The task is: Predict the reactants needed to synthesize the given product. (1) Given the product [Cl:1][C:2]1[CH:3]=[C:4]([N:8]2[C:12]([CH3:13])=[C:11]([C:14]([N:26]3[CH2:27][CH2:28][CH:23]([N:18]4[CH2:22][CH2:21][CH2:20][CH2:19]4)[CH2:24][CH2:25]3)=[O:16])[C:10]([CH3:17])=[N:9]2)[CH:5]=[CH:6][CH:7]=1, predict the reactants needed to synthesize it. The reactants are: [Cl:1][C:2]1[CH:3]=[C:4]([N:8]2[C:12]([CH3:13])=[C:11]([C:14]([OH:16])=O)[C:10]([CH3:17])=[N:9]2)[CH:5]=[CH:6][CH:7]=1.[N:18]1([CH:23]2[CH2:28][CH2:27][NH:26][CH2:25][CH2:24]2)[CH2:22][CH2:21][CH2:20][CH2:19]1. (2) Given the product [CH3:91][O:90][C:86]1[CH:85]=[C:84]([NH:83][C:72]2[C:71]3[C:76](=[C:77]([CH3:79])[CH:78]=[C:69]([S:66]([C:62]4[CH:63]=[CH:64][CH:65]=[C:60]([C:58]([N:55]5[CH2:56][CH2:57][N:52]([CH2:51][CH2:50][CH2:49][CH2:48][CH2:47][CH:46]=[O:45])[CH2:53][CH2:54]5)=[O:59])[CH:61]=4)(=[O:68])=[O:67])[CH:70]=3)[N:75]=[CH:74][C:73]=2[C:80]([NH2:82])=[O:81])[CH:89]=[CH:88][CH:87]=1, predict the reactants needed to synthesize it. The reactants are: COC1C=C(NC2C3C(=C(C)C=C(S(C4C=CC=C(C(=O)NCCCCCCCC=O)C=4)(=O)=O)C=3)N=CC=2C(N)=O)C=CC=1.[OH:45][CH2:46][CH2:47][CH2:48][CH2:49][CH2:50][CH2:51][N:52]1[CH2:57][CH2:56][N:55]([C:58]([C:60]2[CH:61]=[C:62]([S:66]([C:69]3[CH:70]=[C:71]4[C:76](=[C:77]([CH3:79])[CH:78]=3)[N:75]=[CH:74][C:73]([C:80]([NH2:82])=[O:81])=[C:72]4[NH:83][C:84]3[CH:89]=[CH:88][CH:87]=[C:86]([O:90][CH3:91])[CH:85]=3)(=[O:68])=[O:67])[CH:63]=[CH:64][CH:65]=2)=[O:59])[CH2:54][CH2:53]1. (3) Given the product [Br:1][C:2]1[CH:11]=[CH:10][CH:9]=[CH:8][C:3]=1[C:19]([OH:18])([CH3:20])[CH3:12], predict the reactants needed to synthesize it. The reactants are: [Br:1][C:2]1[CH:11]=[CH:10][CH:9]=[CH:8][C:3]=1C(OC)=O.[CH3:12][Mg]Br.Cl.CC[O:18][CH2:19][CH3:20]. (4) Given the product [OH:8][C:9]1[CH:36]=[C:35]([N:37]2[CH:41]=[CH:40][CH:39]=[N:38]2)[CH:34]=[CH:33][C:10]=1[C:11]([NH:13][C:14]1[CH:26]=[C:25]([C:27]2[CH:32]=[CH:31][CH:30]=[CH:29][CH:28]=2)[CH:24]=[CH:23][C:15]=1[C:16]([OH:18])=[O:17])=[O:12], predict the reactants needed to synthesize it. The reactants are: FC(F)(F)C(O)=O.[OH:8][C:9]1[CH:36]=[C:35]([N:37]2[CH:41]=[CH:40][CH:39]=[N:38]2)[CH:34]=[CH:33][C:10]=1[C:11]([NH:13][C:14]1[CH:26]=[C:25]([C:27]2[CH:32]=[CH:31][CH:30]=[CH:29][CH:28]=2)[CH:24]=[CH:23][C:15]=1[C:16]([O:18]C(C)(C)C)=[O:17])=[O:12]. (5) Given the product [Cl:63][C:37]1[C:38]([NH:40][C:41]2[CH:46]=[CH:45][C:44]([N:47]3[CH2:48][CH2:49][CH:50]([N:53]4[CH2:58][CH2:57][P:56]([CH3:60])(=[O:59])[CH2:55][CH2:54]4)[CH2:51][CH2:52]3)=[CH:43][C:42]=2[O:61][CH3:62])=[N:39][C:34]([NH:72][C:70]2[O:71][C:67]([CH:64]3[CH2:66][CH2:65]3)=[CH:68][N:69]=2)=[N:35][CH:36]=1, predict the reactants needed to synthesize it. The reactants are: COC1C=C(N2CCC(N3CCP(C)(=O)CC3)CC2)C=CC=1N.ClC1N=C(Cl)C(Cl)=CN=1.Cl[C:34]1[N:39]=[C:38]([NH:40][C:41]2[CH:46]=[CH:45][C:44]([N:47]3[CH2:52][CH2:51][CH:50]([N:53]4[CH2:58][CH2:57][P:56]([CH3:60])(=[O:59])[CH2:55][CH2:54]4)[CH2:49][CH2:48]3)=[CH:43][C:42]=2[O:61][CH3:62])[C:37]([Cl:63])=[CH:36][N:35]=1.[CH:64]1([C:67]2[O:71][C:70]([NH2:72])=[N:69][CH:68]=2)[CH2:66][CH2:65]1. (6) Given the product [F:1][C:2]1[CH:3]=[C:4]([CH:8]=[C:9]([I:20])[C:10]=1[CH3:11])[C:5]([OH:7])=[O:6], predict the reactants needed to synthesize it. The reactants are: [F:1][C:2]1[CH:3]=[C:4]([CH:8]=[CH:9][C:10]=1[CH3:11])[C:5]([OH:7])=[O:6].FC(F)(F)S(O)(=O)=O.[I:20]C1CC(=O)NC1=O.S([O-])([O-])(=O)=S.[Na+].[Na+].